Dataset: Full USPTO retrosynthesis dataset with 1.9M reactions from patents (1976-2016). Task: Predict the reactants needed to synthesize the given product. (1) Given the product [Cl:17][C:5]1[C:6]([NH:8][C:9]2[CH:13]=[C:12]([CH:14]3[CH2:16][CH2:15]3)[NH:11][N:10]=2)=[N:7][C:2]([C:28]2[S:27][C:26]([S:23]([NH:22][CH2:21][CH2:20][O:19][CH3:18])(=[O:24])=[O:25])=[CH:30][CH:29]=2)=[N:3][CH:4]=1, predict the reactants needed to synthesize it. The reactants are: Br[C:2]1[N:7]=[C:6]([NH:8][C:9]2[CH:13]=[C:12]([CH:14]3[CH2:16][CH2:15]3)[NH:11][N:10]=2)[C:5]([Cl:17])=[CH:4][N:3]=1.[CH3:18][O:19][CH2:20][CH2:21][NH:22][S:23]([C:26]1[S:27][C:28](B2OC(C)(C)C(C)(C)O2)=[CH:29][CH:30]=1)(=[O:25])=[O:24].C([O-])([O-])=O.[Na+].[Na+]. (2) Given the product [CH3:22][C:17]1[O:16][N:15]=[C:14]([C:8]2[CH:13]=[CH:12][CH:11]=[CH:10][CH:9]=2)[C:18]=1[C:19]([C:2]1[CH2:14][C:8]2[C:13]([C:1]=1[N:3]1[CH2:6][CH2:7][CH2:5][CH2:4]1)=[CH:12][CH:11]=[CH:10][CH:9]=2)=[O:20], predict the reactants needed to synthesize it. The reactants are: [CH2:1]([N:3]([CH2:6][CH3:7])[CH2:4][CH3:5])[CH3:2].[C:8]1([C:14]2[C:18]([C:19](Cl)=[O:20])=[C:17]([CH3:22])[O:16][N:15]=2)[CH:13]=[CH:12][CH:11]=[CH:10][CH:9]=1.O.